Dataset: Catalyst prediction with 721,799 reactions and 888 catalyst types from USPTO. Task: Predict which catalyst facilitates the given reaction. Reactant: [CH3:1][O:2][C:3]1[CH:4]=[C:5]([NH:11][C:12]2[N:17]=[C:16]([N:18]3[C:22]([CH3:23])=[CH:21][C:20]([C:24]([F:27])([F:26])[F:25])=[N:19]3)[C:15]([C:28]3[CH:29]=[C:30]([C:36](O)=[O:37])[C:31]([O:34][CH3:35])=[N:32][CH:33]=3)=[CH:14][N:13]=2)[CH:6]=[C:7]([O:9][CH3:10])[CH:8]=1.[F:39][C:40]([F:47])([F:46])[CH2:41][S:42]([NH2:45])(=[O:44])=[O:43].C(N(CC)CC)C.[I-].ClC1C=CC=C[N+]=1C. Product: [CH3:10][O:9][C:7]1[CH:6]=[C:5]([NH:11][C:12]2[N:17]=[C:16]([N:18]3[C:22]([CH3:23])=[CH:21][C:20]([C:24]([F:27])([F:26])[F:25])=[N:19]3)[C:15]([C:28]3[CH:29]=[C:30]([C:36]([NH:45][S:42]([CH2:41][C:40]([F:47])([F:46])[F:39])(=[O:44])=[O:43])=[O:37])[C:31]([O:34][CH3:35])=[N:32][CH:33]=3)=[CH:14][N:13]=2)[CH:4]=[C:3]([O:2][CH3:1])[CH:8]=1. The catalyst class is: 172.